Task: Predict which catalyst facilitates the given reaction.. Dataset: Catalyst prediction with 721,799 reactions and 888 catalyst types from USPTO (1) Reactant: C([O:8][C:9]1[CH:14]=[CH:13][C:12]([C:15]2[C:16](=[O:22])[N:17]([CH3:21])[CH:18]=[CH:19][CH:20]=2)=[CH:11][CH:10]=1)C1C=CC=CC=1.CO. Product: [OH:8][C:9]1[CH:14]=[CH:13][C:12]([C:15]2[C:16](=[O:22])[N:17]([CH3:21])[CH:18]=[CH:19][CH:20]=2)=[CH:11][CH:10]=1. The catalyst class is: 481. (2) Reactant: [Cl:1][C:2]1[CH:23]=[C:22]([Cl:24])[CH:21]=[CH:20][C:3]=1[CH2:4][N:5]([CH3:19])[CH2:6][C:7]([C:9]1[CH:14]=[CH:13][C:12]([NH:15][C:16](=[O:18])[CH3:17])=[CH:11][CH:10]=1)=[O:8].[BH4-].[Na+]. Product: [Cl:1][C:2]1[CH:23]=[C:22]([Cl:24])[CH:21]=[CH:20][C:3]=1[CH2:4][N:5]([CH3:19])[CH2:6][CH:7]([C:9]1[CH:10]=[CH:11][C:12]([NH:15][C:16](=[O:18])[CH3:17])=[CH:13][CH:14]=1)[OH:8]. The catalyst class is: 5. (3) Reactant: [N+:1]([C:4]1[CH:5]=[N:6][CH:7]=[CH:8][C:9]=1[N:10]1[CH2:16][CH2:15][CH2:14][CH:13]([NH:17][C:18](=[O:24])[O:19][C:20]([CH3:23])([CH3:22])[CH3:21])[CH2:12][CH2:11]1)([O-])=O.[NH4+].[Cl-].CCO. Product: [NH2:1][C:4]1[CH:5]=[N:6][CH:7]=[CH:8][C:9]=1[N:10]1[CH2:16][CH2:15][CH2:14][CH:13]([NH:17][C:18](=[O:24])[O:19][C:20]([CH3:22])([CH3:21])[CH3:23])[CH2:12][CH2:11]1. The catalyst class is: 150. (4) Reactant: Br[C:2]1[CH:3]=[C:4]2[C:9](=[CH:10][CH:11]=1)[N:8]([CH3:12])[C:7](=[O:13])[CH:6]=[C:5]2[C:14]1[CH:19]=[CH:18][CH:17]=[C:16]([Cl:20])[CH:15]=1.C[N:22]1[C:26]([Sn](CCCC)(CCCC)CCCC)=CN=C1.[C]=[O:41].[CH2:42]([N:44]([CH2:47]C)[CH2:45][CH3:46])C. Product: [Cl:20][C:16]1[CH:15]=[C:14]([C:5]2[C:4]3[C:9](=[CH:10][CH:11]=[C:2]([C:46]([C:45]4[N:44]([CH3:42])[CH:47]=[N:22][CH:26]=4)=[O:41])[CH:3]=3)[N:8]([CH3:12])[C:7](=[O:13])[CH:6]=2)[CH:19]=[CH:18][CH:17]=1. The catalyst class is: 77. (5) Reactant: [CH3:1][O:2][C:3]1[CH:4]=[CH:5][C:6]([C:14]2[CH:19]=[CH:18][N:17]=[C:16]([CH3:20])[CH:15]=2)=[C:7]2[C:11]=1[NH:10][C:9](=[O:12])[C:8]2=[O:13].[Br:21]Br. Product: [Br:21][C:5]1[C:6]([C:14]2[CH:19]=[CH:18][N:17]=[C:16]([CH3:20])[CH:15]=2)=[C:7]2[C:11](=[C:3]([O:2][CH3:1])[CH:4]=1)[NH:10][C:9](=[O:12])[C:8]2=[O:13]. The catalyst class is: 15. (6) Reactant: Cl.Cl[CH2:3][C:4]1[N:8]([CH2:9][CH3:10])[CH:7]=[N:6][C:5]=1[CH3:11].[CH3:12][C:13]1[N:18]=[C:17]([SH:19])[N:16]=[C:15]([OH:20])[CH:14]=1.C(=O)([O-])[O-].[K+].[K+]. Product: [CH2:9]([N:8]1[C:4]([CH2:3][S:19][C:17]2[N:16]=[C:15]([OH:20])[CH:14]=[C:13]([CH3:12])[N:18]=2)=[C:5]([CH3:11])[N:6]=[CH:7]1)[CH3:10]. The catalyst class is: 21. (7) Reactant: C([O:3][C:4](=[O:20])[CH2:5][C:6]1[CH:11]=[CH:10][CH:9]=[CH:8][C:7]=1[O:12][CH2:13][CH2:14][N:15]1[CH:19]=[CH:18][N:17]=[CH:16]1)C. Product: [N:15]1([CH2:14][CH2:13][O:12][C:7]2[CH:8]=[CH:9][CH:10]=[CH:11][C:6]=2[CH2:5][C:4]([OH:20])=[O:3])[CH:19]=[CH:18][N:17]=[CH:16]1. The catalyst class is: 33.